This data is from Forward reaction prediction with 1.9M reactions from USPTO patents (1976-2016). The task is: Predict the product of the given reaction. (1) Given the reactants [Cl-].[Li+].C([O-])(=O)C.[K+].[CH3:23][C:18]1([CH3:24])[C:19]([CH3:22])([CH3:21])[O:20][B:16]([B:16]2[O:20][C:19]([CH3:22])([CH3:21])[C:18]([CH3:24])([CH3:23])[O:17]2)[O:17]1.[CH2:26]([N:30]([CH2:38][CH2:39][C:40]#[CH:41])[C:31](=[O:37])[O:32][C:33]([CH3:36])([CH3:35])[CH3:34])[CH2:27][CH:28]=[CH2:29], predict the reaction product. The product is: [CH2:26]([N:30]([CH2:38][CH2:39][C:40]([B:16]1[O:17][C:18]([CH3:23])([CH3:24])[C:19]([CH3:21])([CH3:22])[O:20]1)=[CH2:41])[C:31](=[O:37])[O:32][C:33]([CH3:34])([CH3:35])[CH3:36])[CH2:27][CH:28]=[CH2:29]. (2) Given the reactants C([O:8][N:9]1[C:15](=[O:16])[N:14]2[CH2:17][C@H:10]1[CH2:11][CH2:12][C@H:13]2[C:18]([NH:20][O:21][CH2:22][CH:23]1[CH2:29][N:28]([C:30]([O:32][C:33]([CH3:36])([CH3:35])[CH3:34])=[O:31])[CH2:27][CH2:26][CH2:25][O:24]1)=[O:19])C1C=CC=CC=1.[H][H], predict the reaction product. The product is: [OH:8][N:9]1[C:15](=[O:16])[N:14]2[CH2:17][C@H:10]1[CH2:11][CH2:12][C@H:13]2[C:18]([NH:20][O:21][CH2:22][CH:23]1[CH2:29][N:28]([C:30]([O:32][C:33]([CH3:36])([CH3:35])[CH3:34])=[O:31])[CH2:27][CH2:26][CH2:25][O:24]1)=[O:19]. (3) The product is: [CH2:1]([N:8]([C:22]1[C:27]([Cl:28])=[CH:26][C:25]([C:35]2[CH:36]=[CH:37][C:32]([O:31][CH3:30])=[CH:33][CH:34]=2)=[CH:24][N:23]=1)[S:9]([C:12]1[CH:21]=[CH:20][C:15]([C:16]([OH:18])=[O:17])=[CH:14][CH:13]=1)(=[O:11])=[O:10])[C:2]1[CH:7]=[CH:6][CH:5]=[CH:4][CH:3]=1. Given the reactants [CH2:1]([N:8]([C:22]1[C:27]([Cl:28])=[CH:26][C:25](Br)=[CH:24][N:23]=1)[S:9]([C:12]1[CH:21]=[CH:20][C:15]([C:16]([O:18]C)=[O:17])=[CH:14][CH:13]=1)(=[O:11])=[O:10])[C:2]1[CH:7]=[CH:6][CH:5]=[CH:4][CH:3]=1.[CH3:30][O:31][C:32]1[CH:37]=[CH:36][C:35](B(O)O)=[CH:34][CH:33]=1, predict the reaction product. (4) Given the reactants Cl[CH2:2][CH2:3][O:4][C:5]1[CH:13]=[CH:12][CH:11]=[C:10]2[C:6]=1[C:7]([S:14]([C:17]1[C:26]3[C:21](=[CH:22][CH:23]=[CH:24][CH:25]=3)[CH:20]=[CH:19][CH:18]=1)(=[O:16])=[O:15])=[N:8][NH:9]2.[N-:27]=[N+:28]=[N-:29].[Na+], predict the reaction product. The product is: [N:27]([CH2:2][CH2:3][O:4][C:5]1[CH:13]=[CH:12][CH:11]=[C:10]2[C:6]=1[C:7]([S:14]([C:17]1[C:26]3[C:21](=[CH:22][CH:23]=[CH:24][CH:25]=3)[CH:20]=[CH:19][CH:18]=1)(=[O:16])=[O:15])=[N:8][NH:9]2)=[N+:28]=[N-:29]. (5) Given the reactants CS(C)=O.C(Cl)(=O)C(Cl)=O.[CH3:11][N:12]1[CH2:17][CH2:16][CH2:15][CH2:14][CH:13]1[CH2:18][OH:19].C(N(CC)CC)C, predict the reaction product. The product is: [CH3:11][N:12]1[CH2:17][CH2:16][CH2:15][CH2:14][CH:13]1[CH:18]=[O:19].